This data is from Reaction yield outcomes from USPTO patents with 853,638 reactions. The task is: Predict the reaction yield, written as a fraction of the theoretical maximum amount of product (1.0 means a 100% yield; for example, 0.34 means a 34% yield). (1) The reactants are [Cl:1][C:2]1[CH:3]=[C:4]2[C:13](=[C:14]3[C:19]=1[CH:18]=[CH:17][CH:16]=[N:15]3)[NH:12][S:11](=[O:21])(=[O:20])[C:10]1[C:5]2=[CH:6][C:7]([C:22]([OH:24])=[O:23])=[CH:8][CH:9]=1.[CH:25]1(O)[CH2:29][CH2:28][CH2:27][CH2:26]1.CCN=C=NCCCN(C)C.Cl. The catalyst is CN(C1C=CN=CC=1)C.CN(C=O)C. The product is [CH:25]1([O:23][C:22]([C:7]2[CH:6]=[C:5]3[C:10]([S:11](=[O:21])(=[O:20])[NH:12][C:13]4[C:4]3=[CH:3][C:2]([Cl:1])=[C:19]3[C:14]=4[N:15]=[CH:16][CH:17]=[CH:18]3)=[CH:9][CH:8]=2)=[O:24])[CH2:29][CH2:28][CH2:27][CH2:26]1. The yield is 0.280. (2) The reactants are [CH2:1]([O:8][C:9]1[CH:14]=[CH:13][C:12]([Br:15])=[CH:11][C:10]=1[CH:16]([C:22]1[CH:27]=[CH:26][CH:25]=[CH:24][CH:23]=1)[CH2:17][C:18](OC)=[O:19])[C:2]1[CH:7]=[CH:6][CH:5]=[CH:4][CH:3]=1.[BH4-].[Na+].[Cl-].[Al+3].[Cl-].[Cl-].Cl. The catalyst is ClCCl.C(COC)OC. The product is [CH2:1]([O:8][C:9]1[CH:14]=[CH:13][C:12]([Br:15])=[CH:11][C:10]=1[CH:16]([C:22]1[CH:27]=[CH:26][CH:25]=[CH:24][CH:23]=1)[CH2:17][CH2:18][OH:19])[C:2]1[CH:3]=[CH:4][CH:5]=[CH:6][CH:7]=1. The yield is 0.936. (3) The reactants are [H-].[Na+].[OH:3][C:4]1[CH2:5][CH:6]([C:11]([OH:13])=[O:12])[CH2:7][C:8](=[O:10])[CH:9]=1.[Cl-].[C:15]1([N+:21]#[N:22])[CH:20]=[CH:19][CH:18]=[CH:17][CH:16]=1.O.Cl.N[C:26]1C=CC=CC=1.N([O-])=O.[Na+]. The catalyst is CO. The product is [OH:3][C:4]1[CH2:5][CH:6]([C:11]([O:13][CH3:26])=[O:12])[CH2:7][C:8](=[O:10])[C:9]=1[N:22]=[N:21][C:15]1[CH:20]=[CH:19][CH:18]=[CH:17][CH:16]=1. The yield is 0.780. (4) The reactants are [Br:1][C:2]1[C:10]2[C:9]([Cl:11])=[N:8][CH:7]=[N:6][C:5]=2[NH:4][CH:3]=1.[H-].[Na+].[C:14]1([S:20](Cl)(=[O:22])=[O:21])[CH:19]=[CH:18][CH:17]=[CH:16][CH:15]=1.O. The catalyst is CN(C=O)C. The product is [C:14]1([S:20]([N:4]2[C:5]3[N:6]=[CH:7][N:8]=[C:9]([Cl:11])[C:10]=3[C:2]([Br:1])=[CH:3]2)(=[O:22])=[O:21])[CH:19]=[CH:18][CH:17]=[CH:16][CH:15]=1. The yield is 0.890.